The task is: Binary Classification. Given a miRNA mature sequence and a target amino acid sequence, predict their likelihood of interaction.. This data is from Experimentally validated miRNA-target interactions with 360,000+ pairs, plus equal number of negative samples. (1) The miRNA is hsa-miR-5685 with sequence ACAGCCCAGCAGUUAUCACGGG. The protein sequence of the target gene is MGNNFSSIPSLPRGNPSRAPRGHPQNLKDSIGGPFPVTSHRCHHKQKHCPAVLPSGGLPATPLLFHPHTKGSQILMDLSHKAVKRQASFCNAITFSNRPVLIYEQVRLKITKKQCCWSGALRLGFTSKDPSRIHPDSLPKYACPDLVSQSGFWAKALPEEFANEGNIIAFWVDKKGRVFHRINDSAVMLFFSGVRTADPLWALVDVYGLTRGVQLLDSELVLPDCLRPRSFTALRRPSLRREADDARLSVSLCDLNVPGADGDEAAPAAGCPIPQNSLNSQHSRALPAQLDGDLRFHALR.... Result: 1 (interaction). (2) The miRNA is mmu-miR-1195 with sequence UGAGUUCGAGGCCAGCCUGCUCA. The protein sequence of the target gene is MVAMAAGPSGCLVPAFGLRLLLATVLQAVSAFGAEFSSEACRELGFSSNLLCSSCDLLGQFNLLQLDPDCRGCCQEEAQFETKKLYAGAILEVCGUKLGRFPQVQAFVRSDKPKLFRGLQIKYVRGSDPVLKLLDDNGNIAEELSILKWNTDSVEEFLSEKLERI. Result: 0 (no interaction). (3) The miRNA is mmu-miR-673-3p with sequence UCCGGGGCUGAGUUCUGUGCACC. The protein sequence of the target gene is MGGRGADAGSSGGTGPTEGYSPPAASTRAAARAKARGGGRGGRRNTTPSVPSLRGAAPRSFHPPAAMSERLRPRKRRRNGNEEDNHLPPQTKRSSRNPVFQDSWDTESSGSDSGGSSSSSSSSINSPDRASGPEGSLSQTMAGSSPNTPQPVPEQSALCQGLYFHINQTLREAHFHSLQHRGRPLT. Result: 0 (no interaction). (4) The miRNA is hsa-miR-5587-5p with sequence AUGGUCACCUCCGGGACU. The protein sequence of the target gene is MTDTPETLSGTECNGDRPPENGQQPSSQTRQETTDADETQAYYKVEPSLEDLPAKENQEETGNTKGNILPKGPEDEKILNENPEENLFVVHQAIKDLSLQEISAEDMAFREGHPWKKIPPNSSNLEVSRQKERTAQQQLEQRGDASTTEIEWLGFQKSRPVDILHSKCDEEEEEEEEVWNEEINEEDVDECAEEEDEVRVIEFKRKHREGSPLKEESLAREDSPLGSPGSQPGTPDEQPVFGKKGDIARNSYSRYNTISYRKIRKGNTKQRIDEFESMMHL. Result: 0 (no interaction). (5) The miRNA is hsa-miR-515-5p with sequence UUCUCCAAAAGAAAGCACUUUCUG. The protein sequence of the target gene is MTENSTSAPAAKPKRAKASKKSTDHPKYSDMIVAAIQAEKNRAGSSRQSIQKYIKSHYKVGENADSQIKLSIKRLVTTGVLKQTKGVGASGSFRLAKSDEPKKSVAFKKTKKEIKKVATPKKASKPKKAASKAPTKKPKATPVKKAKKKLAATPKKAKKPKTVKAKPVKASKPKKAKPVKPKAKSSAKRAGKKK. Result: 1 (interaction). (6) The miRNA is hsa-miR-1284 with sequence UCUAUACAGACCCUGGCUUUUC. The protein sequence of the target gene is MSQFQVPLAVQPDLSGLYDFPQGQVMVGGFQGPGLPMAGSETQLRGGGDGRKKRKRCGTCDPCRRLENCGSCTSCTNRRTHQICKLRKCEVLKKKAGLLKEVEINAREGTGPWAQGATVKTGSELSPVDGPVPGQMDSGPVYHGDSRQLSTSGAPVNGAREPAGPGLLGAAGPWRVDQKPDWEAASGPTHAARLEDAHDLVAFSAVAEAVSSYGALSTRLYETFNREMSREAGSNGRGPRPESCSEGSEDLDTLQTALALARHGMKPPNCTCDGPECPDFLEWLEGKIKSMAMEGGQGRP.... Result: 0 (no interaction). (7) The miRNA is hsa-miR-1278 with sequence UAGUACUGUGCAUAUCAUCUAU. The protein sequence of the target gene is MQPWHGKAMQRASEAGATAPKASARNARGAPMDPTESPAAPEAALPKAGKFGPARKSGSRQKKSAPDTQERPPVRATGARAKKAPQRAQDTQPSDATSAPGAEGLEPPAAREPALSRAGSCRQRGARCSTKPRPPPGPWDVPSPGLPVSAPILVRRDAAPGASKLRAVLEKLKLSRDDISTAAGMVKGVVDHLLLRLKCDSAFRGVGLLNTGSYYEHVKISAPNEFDVMFKLEVPRIQLEEYSNTRAYYFVKFKRNPKENPLSQFLEGEILSASKMLSKFRKIIKEEINDIKDTDVIMKR.... Result: 0 (no interaction). (8) The miRNA is hsa-miR-5589-5p with sequence GGCUGGGUGCUCUUGUGCAGU. The protein sequence of the target gene is MSQTQDYECRSHNVDLPESRIPGSNTRLEWVEIIEPRTRERMYANLVTGECVWDPPAGVRIKRTSENQWWELFDPNTSRFYYYNASTQRTVWHRPQGCDIIPLAKLQTLKQNTESPRASAESSPGRGSSVSREGSTSSSLEPEPDTEKAQELPARAGRPAAFGTVKEDSGSSSPPGVFLEKDYEIYRDYSADGQLLHYRTSSLRWNSGAKERMLIKVADREPSFLAAQGNGYAPDGPPGVRSRRPSGSQHSPSLQTFAPEADGTIFFPERRPSPFLKRAELPGSSSPLLAQPRKPSGDSQ.... Result: 0 (no interaction). (9) The miRNA is rno-miR-133b-3p with sequence UUUGGUCCCCUUCAACCAGCUA. The protein sequence of the target gene is MMQESATETISNSSMNQNGMSTLSSQLDAGSRDGRSSGDTSSEVSTVELLHLQQQQALQAARQLLLQQQTSGLKSPKSSEKQRPLQVPVSVAMMTPQVITPQQMQQILQQQVLSPQQLQALLQQQQAVMLQQQQLQEFYKKQQEQLHLQLLQQQQQQQQQQQQQQQQQQQQQQQQQQQQQQQQQQQQQQQQHPGKQAKEQQQQQQQQQLAAQQLVFQQQLLQMQQLQQQQHLLSLQRQGLISIPPGQAALPVQSLPQAGLSPAEIQQLWKEVTGVHSMEDNGIKHGGLDLTTNNSSSTTS.... Result: 0 (no interaction).